Dataset: Forward reaction prediction with 1.9M reactions from USPTO patents (1976-2016). Task: Predict the product of the given reaction. (1) Given the reactants Cl[C:2]1[N:7]=[C:6]([NH:8][C:9]2[CH:18]=[CH:17][CH:16]=[CH:15][C:10]=2[C:11]([NH:13][CH3:14])=[O:12])[C:5]([C:19]([F:22])([F:21])[F:20])=[CH:4][N:3]=1.[NH2:23][C:24]1[CH:42]=[CH:41][C:27]([CH2:28][P:29](=[O:40])([O:35][CH2:36][CH2:37][O:38][CH3:39])[O:30][CH2:31][CH2:32][O:33][CH3:34])=[CH:26][C:25]=1[O:43][CH3:44], predict the reaction product. The product is: [CH3:44][O:43][C:25]1[CH:26]=[C:27]([CH:41]=[CH:42][C:24]=1[NH:23][C:2]1[N:7]=[C:6]([NH:8][C:9]2[CH:18]=[CH:17][CH:16]=[CH:15][C:10]=2[C:11](=[O:12])[NH:13][CH3:14])[C:5]([C:19]([F:22])([F:21])[F:20])=[CH:4][N:3]=1)[CH2:28][P:29](=[O:40])([O:35][CH2:36][CH2:37][O:38][CH3:39])[O:30][CH2:31][CH2:32][O:33][CH3:34]. (2) Given the reactants C(Cl)(=O)C(Cl)=O.CS(C)=O.[Cl:11][CH2:12][C:13]1([CH2:26][OH:27])[CH2:18][CH2:17][N:16]([C:19]([O:21][C:22]([CH3:25])([CH3:24])[CH3:23])=[O:20])[CH2:15][CH2:14]1.C(N(CC)CC)C, predict the reaction product. The product is: [Cl:11][CH2:12][C:13]1([CH:26]=[O:27])[CH2:18][CH2:17][N:16]([C:19]([O:21][C:22]([CH3:23])([CH3:25])[CH3:24])=[O:20])[CH2:15][CH2:14]1. (3) Given the reactants [C:1]([O:5][C:6]([N:8]1[C:16]2[C:11](=[CH:12][CH:13]=[CH:14][CH:15]=2)[CH2:10][CH:9]1[CH2:17][OH:18])=[O:7])([CH3:4])([CH3:3])[CH3:2].[H-].[Na+].[CH2:21](Br)[C:22]1[CH:27]=[CH:26][CH:25]=[CH:24][CH:23]=1.C(O)(=O)CC(CC(O)=O)(C(O)=O)O, predict the reaction product. The product is: [C:1]([O:5][C:6]([N:8]1[C:16]2[C:11](=[CH:12][CH:13]=[CH:14][CH:15]=2)[CH2:10][CH:9]1[CH2:17][O:18][CH2:21][C:22]1[CH:27]=[CH:26][CH:25]=[CH:24][CH:23]=1)=[O:7])([CH3:4])([CH3:3])[CH3:2]. (4) Given the reactants [C:1](Cl)(=[O:3])[CH3:2].C(N(CC)CC)C.[C:12]([C:14]1[CH:19]=[CH:18][CH:17]=[CH:16][C:15]=1[OH:20])#[N:13], predict the reaction product. The product is: [C:1]([O:20][C:15]1[CH:16]=[CH:17][CH:18]=[CH:19][C:14]=1[C:12]#[N:13])(=[O:3])[CH3:2]. (5) Given the reactants [F:1][C:2]1[CH:3]=[C:4]([N:8]2[CH2:12][C@H:11]([CH2:13][OH:14])[O:10][C:9]2=[O:15])[CH:5]=[CH:6][CH:7]=1.C(N(CC)CC)C.[C:23](OC(=O)C)(=[O:25])[CH3:24].C(=O)(O)[O-].[Na+], predict the reaction product. The product is: [F:1][C:2]1[CH:3]=[C:4]([N:8]2[CH2:12][C@H:11]([CH2:13][O:14][C:23](=[O:25])[CH3:24])[O:10][C:9]2=[O:15])[CH:5]=[CH:6][CH:7]=1. (6) Given the reactants [H-].[Na+].Cl[C:4](Cl)(Cl)[CH2:5][O:6][C:7]([C@@H:9]1[CH2:14][CH2:13][CH2:12][N:11]([C:15](=[O:53])[C@@H:16]([NH:32][C:33](=[O:52])[C@@H:34]([NH:44][C:45]([O:47][C:48]([CH3:51])([CH3:50])[CH3:49])=[O:46])[CH2:35][C:36]2[CH:41]=[CH:40][C:39]([O:42][CH3:43])=[CH:38][CH:37]=2)[CH2:17][C:18]2[CH:23]=[CH:22][CH:21]=[C:20]([O:24][Si:25]([C:28]([CH3:31])([CH3:30])[CH3:29])([CH3:27])[CH3:26])[CH:19]=2)[NH:10]1)=[O:8].[CH2:56](O)[CH2:57]C=C, predict the reaction product. The product is: [CH2:5]([O:6][C:7]([C@@H:9]1[CH2:14][CH2:13][CH2:12][N:11]([C:15](=[O:53])[C@@H:16]([NH:32][C:33](=[O:52])[C@@H:34]([NH:44][C:45]([O:47][C:48]([CH3:51])([CH3:50])[CH3:49])=[O:46])[CH2:35][C:36]2[CH:41]=[CH:40][C:39]([O:42][CH3:43])=[CH:38][CH:37]=2)[CH2:17][C:18]2[CH:23]=[CH:22][CH:21]=[C:20]([O:24][Si:25]([C:28]([CH3:31])([CH3:30])[CH3:29])([CH3:27])[CH3:26])[CH:19]=2)[NH:10]1)=[O:8])[CH2:4][CH:56]=[CH2:57]. (7) Given the reactants [NH:1]1[CH:5]=[CH:4][C:3]([C:6]2[C:15]3[C:10](=[CH:11][CH:12]=[CH:13][CH:14]=3)[N:9]=[CH:8][CH:7]=2)=[N:2]1.[CH3:16][C:17]1[O:21][C:20]([C:22]2[CH:23]=[C:24]([S:28](Cl)(=[O:30])=[O:29])[CH:25]=[CH:26][CH:27]=2)=[N:19][N:18]=1, predict the reaction product. The product is: [CH3:16][C:17]1[O:21][C:20]([C:22]2[CH:23]=[C:24]([S:28]([N:1]3[CH:5]=[CH:4][C:3]([C:6]4[C:15]5[C:10](=[CH:11][CH:12]=[CH:13][CH:14]=5)[N:9]=[CH:8][CH:7]=4)=[N:2]3)(=[O:30])=[O:29])[CH:25]=[CH:26][CH:27]=2)=[N:19][N:18]=1. (8) Given the reactants [CH3:1][O:2][C:3](=[O:12])[C:4]1[CH:9]=[CH:8][C:7]([CH2:10]N)=[CH:6][CH:5]=1.C([N:15]([CH2:18]C)CC)C.[Br:20][CH2:21][S:22](Br)(=[O:24])=[O:23], predict the reaction product. The product is: [CH3:1][O:2][C:3](=[O:12])[C:4]1[CH:9]=[CH:8][C:7]([CH2:10][CH2:18][NH:15][S:22]([CH2:21][Br:20])(=[O:24])=[O:23])=[CH:6][CH:5]=1.